From a dataset of NCI-60 drug combinations with 297,098 pairs across 59 cell lines. Regression. Given two drug SMILES strings and cell line genomic features, predict the synergy score measuring deviation from expected non-interaction effect. (1) Drug 1: C1=CC=C(C=C1)NC(=O)CCCCCCC(=O)NO. Drug 2: CC(C)CN1C=NC2=C1C3=CC=CC=C3N=C2N. Cell line: U251. Synergy scores: CSS=23.6, Synergy_ZIP=-4.55, Synergy_Bliss=-2.43, Synergy_Loewe=-4.67, Synergy_HSA=-4.08. (2) Drug 2: CC1CCC2CC(C(=CC=CC=CC(CC(C(=O)C(C(C(=CC(C(=O)CC(OC(=O)C3CCCCN3C(=O)C(=O)C1(O2)O)C(C)CC4CCC(C(C4)OC)O)C)C)O)OC)C)C)C)OC. Synergy scores: CSS=43.7, Synergy_ZIP=9.26, Synergy_Bliss=9.55, Synergy_Loewe=-22.7, Synergy_HSA=11.5. Cell line: PC-3. Drug 1: CC12CCC(CC1=CCC3C2CCC4(C3CC=C4C5=CN=CC=C5)C)O. (3) Synergy scores: CSS=4.43, Synergy_ZIP=0.943, Synergy_Bliss=3.68, Synergy_Loewe=-1.17, Synergy_HSA=-0.464. Cell line: SK-OV-3. Drug 2: COC1=NC(=NC2=C1N=CN2C3C(C(C(O3)CO)O)O)N. Drug 1: CC(CN1CC(=O)NC(=O)C1)N2CC(=O)NC(=O)C2. (4) Drug 1: CCC1=CC2CC(C3=C(CN(C2)C1)C4=CC=CC=C4N3)(C5=C(C=C6C(=C5)C78CCN9C7C(C=CC9)(C(C(C8N6C)(C(=O)OC)O)OC(=O)C)CC)OC)C(=O)OC.C(C(C(=O)O)O)(C(=O)O)O. Drug 2: C1CCC(C(C1)N)N.C(=O)(C(=O)[O-])[O-].[Pt+4]. Cell line: OVCAR-4. Synergy scores: CSS=19.8, Synergy_ZIP=-10.5, Synergy_Bliss=-3.99, Synergy_Loewe=-5.31, Synergy_HSA=-1.45. (5) Drug 1: CC1=C(C(=CC=C1)Cl)NC(=O)C2=CN=C(S2)NC3=CC(=NC(=N3)C)N4CCN(CC4)CCO. Drug 2: CC1C(C(CC(O1)OC2CC(CC3=C2C(=C4C(=C3O)C(=O)C5=CC=CC=C5C4=O)O)(C(=O)C)O)N)O. Cell line: SK-OV-3. Synergy scores: CSS=42.9, Synergy_ZIP=2.94, Synergy_Bliss=2.64, Synergy_Loewe=3.35, Synergy_HSA=4.80. (6) Drug 2: C1CCC(C(C1)N)N.C(=O)(C(=O)[O-])[O-].[Pt+4]. Cell line: NCI/ADR-RES. Drug 1: CCN(CC)CCCC(C)NC1=C2C=C(C=CC2=NC3=C1C=CC(=C3)Cl)OC. Synergy scores: CSS=30.9, Synergy_ZIP=-12.4, Synergy_Bliss=-9.56, Synergy_Loewe=-6.34, Synergy_HSA=-4.40. (7) Drug 1: C1=CC(=CC=C1CCCC(=O)O)N(CCCl)CCCl. Drug 2: CCCCC(=O)OCC(=O)C1(CC(C2=C(C1)C(=C3C(=C2O)C(=O)C4=C(C3=O)C=CC=C4OC)O)OC5CC(C(C(O5)C)O)NC(=O)C(F)(F)F)O. Cell line: NCI-H322M. Synergy scores: CSS=0.140, Synergy_ZIP=0.257, Synergy_Bliss=0.294, Synergy_Loewe=-2.13, Synergy_HSA=-2.03.